Dataset: Reaction yield outcomes from USPTO patents with 853,638 reactions. Task: Predict the reaction yield, written as a fraction of the theoretical maximum amount of product (1.0 means a 100% yield; for example, 0.34 means a 34% yield). The reactants are Br[C:2]1[CH:3]=[CH:4][C:5]2[O:10][C:9]([F:12])([F:11])[O:8][C:7]([F:14])([F:13])[C:6]=2[CH:15]=1. The catalyst is CO.CC#N.CCN(CC)CC.C1C=CC([P]([Pd]([P](C2C=CC=CC=2)(C2C=CC=CC=2)C2C=CC=CC=2)([P](C2C=CC=CC=2)(C2C=CC=CC=2)C2C=CC=CC=2)[P](C2C=CC=CC=2)(C2C=CC=CC=2)C2C=CC=CC=2)(C2C=CC=CC=2)C2C=CC=CC=2)=CC=1. The product is [CH3:7][O:8][C:9]([C:2]1[CH:3]=[CH:4][C:5]2[O:10][C:9]([F:12])([F:11])[O:8][C:7]([F:14])([F:13])[C:6]=2[CH:15]=1)=[O:10]. The yield is 0.850.